From a dataset of B-cell epitopes from IEDB database with 3,159 antigens for binding position prediction. Token-level Classification. Given an antigen amino acid sequence, predict which amino acid positions are active epitope sites capable of antibody binding. Output is a list of indices for active positions. (1) Given the antigen sequence: MDIDPYKEFGATVELLSFLPSDFFPSVRDLLDTASALYREALESPEHCSPHHTALRQAILCWGELMTLATWVGNNLQDPASRDLVVNYVNTNMGLKIRQLLWFHISCLTFGRETVLEYLVSFGVWIRTPPAYRPPNAPILSTLPETTVVRRRDRGRSPRRRTPSPRRRRSQSPRRRRSQSRESQC, which amino acid positions are active epitope sites? The epitope positions are: [118, 119, 120, 121, 122, 123, 124, 125, 126, 127, 128, 129, 130, 131, 132, 133]. The amino acids at these positions are: LVSFGVWIRTPPAYRP. (2) Given the antigen sequence: MSTNPKPQRKTKRNTNRRPQDVKFPGGGQIVGGVYLLPRRGPRLGVRXTRKTSERSQPRGRRQPIPKVRRPEGRAWAQPGYPWPLYGNEGXGWAGWLLSPRGSRPSWGPTDPRRRSRNLGKVIDTLTCGFADLMGYIPLVGAPLGGAARALAHGVRVLEDGVNYATGNLPGCSFSIFLLALLSCLTMPASAYEVRNVSGAYHVTNDCSNSSIVYEAADMIMHTPGCVPCVRENNSSRCWVALTPTLAARNGSVPTTAIRRHVDLLVGAATFCSAMYVGDLCGSVFLVSQLFTFSPRRHETVQDCNCSIYPGHVSGHRMAWDMMMNWSPTTALVVSQLLRIPQAIMDMVAGAHWGVLAGLAYYSMVGNWAKVLIVMLLFAGVDGDTYVTGGTSGRATAGFVSLFASGPTQRIQLVNTNGSWHINRTALNCNESLNTGFLAALFYTHKFNASGCPERMASCRPIDKFAQGWGPITYTEPEDLDQRPYCWHYAPRKCGIIPAA..., which amino acid positions are active epitope sites? The epitope positions are: [528, 529, 530, 531, 532, 533, 534, 535, 536, 537, 538, 539, 540, 541, 542]. The amino acids at these positions are: WGENETDVLLLNNTR.